From a dataset of NCI-60 drug combinations with 297,098 pairs across 59 cell lines. Regression. Given two drug SMILES strings and cell line genomic features, predict the synergy score measuring deviation from expected non-interaction effect. Drug 1: CC1=C(C=C(C=C1)C(=O)NC2=CC(=CC(=C2)C(F)(F)F)N3C=C(N=C3)C)NC4=NC=CC(=N4)C5=CN=CC=C5. Drug 2: CC=C1C(=O)NC(C(=O)OC2CC(=O)NC(C(=O)NC(CSSCCC=C2)C(=O)N1)C(C)C)C(C)C. Cell line: TK-10. Synergy scores: CSS=18.2, Synergy_ZIP=2.00, Synergy_Bliss=6.44, Synergy_Loewe=-76.3, Synergy_HSA=-5.36.